From a dataset of Choline transporter screen with 302,306 compounds. Binary Classification. Given a drug SMILES string, predict its activity (active/inactive) in a high-throughput screening assay against a specified biological target. (1) The drug is Brc1ccc(c2nc(c3ccccc3)cc(n2)N\N=C(\c2cc(N)ccc2)C)cc1. The result is 0 (inactive). (2) The molecule is s1c2c(nc1SCC(OC)=O)ccc(NC(=O)C)c2. The result is 0 (inactive). (3) The drug is S(=O)(=O)(N1CCC(CC1)C(=O)N1CCCCC1)c1c(noc1/C=C\c1ccc(cc1)C)C. The result is 0 (inactive). (4) The drug is O(C(C(=O)NCc1ncccc1)C)c1cc2oc(=O)cc(c2cc1)c1ccccc1. The result is 0 (inactive). (5) The drug is OC1=C(C(N(CCc2ccccc2)C1=O)c1c(OC)cc(OC)cc1)C(=O)C. The result is 0 (inactive). (6) The compound is S(CC(=O)NCC1OCCC1)c1n(c(=O)c(cn1)C(=O)Nc1ccc(cc1)C)C. The result is 0 (inactive).